Dataset: Full USPTO retrosynthesis dataset with 1.9M reactions from patents (1976-2016). Task: Predict the reactants needed to synthesize the given product. Given the product [CH3:1][O:2][C:3](=[O:8])[C:4]([CH2:6][N:10]([CH3:11])[CH3:9])=[CH2:5], predict the reactants needed to synthesize it. The reactants are: [CH3:1][O:2][C:3](=[O:8])[C:4]([CH2:6]Br)=[CH2:5].[CH3:9][NH:10][CH3:11].C1COCC1.C([O-])([O-])=O.[K+].[K+].